Dataset: Catalyst prediction with 721,799 reactions and 888 catalyst types from USPTO. Task: Predict which catalyst facilitates the given reaction. (1) Reactant: Br[C:2]1[C:3]([C:19]([O:21][CH3:22])=[O:20])=[N:4][C:5]([NH:8][C@@H:9]2[C:17]3[C:12](=[CH:13][CH:14]=[CH:15][CH:16]=3)[CH2:11][C@@H:10]2[OH:18])=[CH:6][N:7]=1.[Cl:23][C:24]1[CH:29]=[C:28]([Cl:30])[CH:27]=[CH:26][C:25]=1B(O)O. Product: [Cl:23][C:24]1[CH:29]=[C:28]([Cl:30])[CH:27]=[CH:26][C:25]=1[C:2]1[C:3]([C:19]([O:21][CH3:22])=[O:20])=[N:4][C:5]([NH:8][C@@H:9]2[C:17]3[C:12](=[CH:13][CH:14]=[CH:15][CH:16]=3)[CH2:11][C@@H:10]2[OH:18])=[CH:6][N:7]=1. The catalyst class is: 73. (2) Reactant: [F:1][C:2]([F:6])([F:5])[CH2:3][OH:4].N1C=CC=CC=1.C(Cl)Cl.[O:16](S(C(F)(F)F)(=O)=O)[S:17]([C:20]([F:23])([F:22])[F:21])(=O)=[O:18]. Product: [F:1][C:2]([F:6])([F:5])[CH2:3][O:4][S:17]([C:20]([F:23])([F:22])[F:21])(=[O:18])=[O:16]. The catalyst class is: 6.